Dataset: Forward reaction prediction with 1.9M reactions from USPTO patents (1976-2016). Task: Predict the product of the given reaction. Given the reactants [ClH:1].[F:2][C:3]1[CH:4]=[C:5]([C:10]2[C:18]3[C:13](=[CH:14][C:15]([O:19][CH2:20][CH2:21][C:22]4[CH:27]=[CH:26][CH:25]=[CH:24]C=4)=[CH:16][CH:17]=3)[C:12](=[O:28])[C:11]=2[C:29]2[CH:30]=[N:31][CH:32]=[CH:33][CH:34]=2)[CH:6]=[C:7]([F:9])[CH:8]=1.BrC1C(=O)C2C(C=1C1C=CC=CC=1)=CC=C(O)C=2.[N:53]1C=CC=CC=1CCO, predict the reaction product. The product is: [ClH:1].[F:9][C:7]1[CH:6]=[C:5]([C:10]2[C:18]3[C:13](=[CH:14][C:15]([O:19][CH2:20][CH2:21][C:22]4[CH:27]=[CH:26][CH:25]=[CH:24][N:53]=4)=[CH:16][CH:17]=3)[C:12](=[O:28])[C:11]=2[C:29]2[CH:30]=[N:31][CH:32]=[CH:33][CH:34]=2)[CH:4]=[C:3]([F:2])[CH:8]=1.